This data is from Forward reaction prediction with 1.9M reactions from USPTO patents (1976-2016). The task is: Predict the product of the given reaction. (1) Given the reactants C([O:4][C@@H:5]1[C@@H:10]([O:11]C(=O)C)[C@H:9]([O:15]C(=O)C)[C@@H:8]([C:19]([O:21]C)=[O:20])[O:7][C@H:6]1[O:23][C:24]1[CH:32]=[C:31]2[C:27]([C@H:28]([CH2:110][Cl:111])[CH2:29][N:30]2[C:33](=[O:109])[CH2:34][CH2:35][CH2:36][C:37]([N:39]2[C:47]3[C:42](=[C:43]4[C:105]([CH3:106])=[CH:104][S:103][C:44]4=[C:45]([O:48][C:49](=[O:102])[N:50]([CH2:52][CH2:53][N:54]([C:56]([O:58][CH2:59][C:60]4[CH:65]=[CH:64][C:63]([NH:66][C:67](=[O:101])[C@@H:68]([NH:76][C:77](=[O:100])[C@@H:78]([NH:82]C(OCC5C6C=CC=CC=6C6C5=CC=CC=6)=O)[CH:79]([CH3:81])[CH3:80])[CH2:69][CH2:70][CH2:71][NH:72][C:73]([NH2:75])=[O:74])=[CH:62][CH:61]=4)=[O:57])[CH3:55])[CH3:51])[CH:46]=3)[C@H:41]([CH2:107][Cl:108])[CH2:40]2)=[O:38])=[C:26]2[C:112]([CH3:115])=[CH:113][S:114][C:25]=12)(=O)C.O[Li].O.CC(O)=O, predict the reaction product. The product is: [NH2:82][C@@H:78]([CH:79]([CH3:81])[CH3:80])[C:77]([NH:76][C@@H:68]([CH2:69][CH2:70][CH2:71][NH:72][C:73]([NH2:75])=[O:74])[C:67]([NH:66][C:63]1[CH:62]=[CH:61][C:60]([CH2:59][O:58][C:56]([N:54]([CH3:55])[CH2:53][CH2:52][N:50]([CH3:51])[C:49]([O:48][C:45]2[CH:46]=[C:47]3[C:42]([C@H:41]([CH2:107][Cl:108])[CH2:40][N:39]3[C:37](=[O:38])[CH2:36][CH2:35][CH2:34][C:33]([N:30]3[C:31]4[C:27](=[C:26]5[C:112]([CH3:115])=[CH:113][S:114][C:25]5=[C:24]([O:23][C@@H:6]5[O:7][C@H:8]([C:19]([OH:21])=[O:20])[C@@H:9]([OH:15])[C@H:10]([OH:11])[C@H:5]5[OH:4])[CH:32]=4)[C@H:28]([CH2:110][Cl:111])[CH2:29]3)=[O:109])=[C:43]3[C:105]([CH3:106])=[CH:104][S:103][C:44]=23)=[O:102])=[O:57])=[CH:65][CH:64]=1)=[O:101])=[O:100]. (2) Given the reactants Br[C:2]1[CH:7]=[CH:6][C:5](/[N:8]=[C:9]2\[C:10](=[O:24])[N:11]([C:18]3[CH:23]=[CH:22][CH:21]=[CH:20][CH:19]=3)[C:12]3[C:17]\2=[CH:16][CH:15]=[CH:14][CH:13]=3)=[CH:4][CH:3]=1.[S:25]1[CH:29]=[CH:28][C:27](B(O)O)=[CH:26]1.C([O-])([O-])=O.[Na+].[Na+], predict the reaction product. The product is: [C:18]1([N:11]2[C:12]3[C:17](=[CH:16][CH:15]=[CH:14][CH:13]=3)/[C:9](=[N:8]/[C:5]3[CH:6]=[CH:7][C:2]([C:27]4[CH:28]=[CH:29][S:25][CH:26]=4)=[CH:3][CH:4]=3)/[C:10]2=[O:24])[CH:23]=[CH:22][CH:21]=[CH:20][CH:19]=1.